Dataset: Reaction yield outcomes from USPTO patents with 853,638 reactions. Task: Predict the reaction yield, written as a fraction of the theoretical maximum amount of product (1.0 means a 100% yield; for example, 0.34 means a 34% yield). (1) The reactants are F[C:2]1[CH:7]=[CH:6][C:5]([NH:8][C:9]([C:11]2[O:12][CH:13]=[CH:14][CH:15]=2)=[O:10])=[CH:4][C:3]=1[N+:16]([O-:18])=[O:17].C([O-])([O-])=O.[K+].[K+].[SH:25][C:26]1[CH:31]=[CH:30][C:29]([OH:32])=[CH:28][CH:27]=1. The catalyst is CN(C=O)C.O. The product is [OH:32][C:29]1[CH:30]=[CH:31][C:26]([S:25][C:2]2[CH:7]=[CH:6][C:5]([NH:8][C:9]([C:11]3[O:12][CH:13]=[CH:14][CH:15]=3)=[O:10])=[CH:4][C:3]=2[N+:16]([O-:18])=[O:17])=[CH:27][CH:28]=1. The yield is 0.990. (2) The reactants are [Cl:1][C:2]1[CH:7]=[CH:6][C:5]([S:8][CH2:9][C:10](=O)[CH3:11])=[CH:4][CH:3]=1. The catalyst is O. The product is [Cl:1][C:2]1[CH:7]=[CH:6][C:5]2[S:8][CH:9]=[C:10]([CH3:11])[C:4]=2[CH:3]=1. The yield is 0.400. (3) The reactants are [Cl:1][C:2]1[C:16]([F:17])=[CH:15][CH:14]=[C:13]([Cl:18])[C:3]=1[CH2:4][O:5][C:6]1[C:7]([NH2:12])=[N:8][CH:9]=[CH:10][CH:11]=1.[Br:19]N1C(=O)CCC1=O. The catalyst is C(#N)C. The product is [Br:19][C:10]1[CH:11]=[C:6]([O:5][CH2:4][C:3]2[C:13]([Cl:18])=[CH:14][CH:15]=[C:16]([F:17])[C:2]=2[Cl:1])[C:7]([NH2:12])=[N:8][CH:9]=1. The yield is 0.510. (4) The reactants are Br[C:2]1[CH:3]=[C:4]2[C:10]([CH3:11])=[N:9][NH:8][C:5]2=[CH:6][N:7]=1.C([O-])([O-])=O.[Na+].[Na+].[NH:18]1[CH:22]=[CH:21][C:20](B(O)O)=[N:19]1. The catalyst is CN(C=O)C.C1C=CC(P(C2C=CC=CC=2)[C-]2C=CC=C2)=CC=1.C1C=CC(P(C2C=CC=CC=2)[C-]2C=CC=C2)=CC=1.Cl[Pd]Cl.[Fe+2]. The product is [CH3:11][C:10]1[C:4]2[C:5](=[CH:6][N:7]=[C:2]([C:20]3[NH:19][N:18]=[CH:22][CH:21]=3)[CH:3]=2)[NH:8][N:9]=1. The yield is 0.150. (5) The catalyst is C(Cl)Cl.CCOC(C)=O.CCCCCC. The reactants are ClC(Cl)(O[C:5](=[O:11])OC(Cl)(Cl)Cl)Cl.Cl.[F:14][C:15]1[CH:38]=[CH:37][C:18]([C:19]([NH:21][C:22]2[N:26](C(OCC)=O)[N:25]=[C:24]3[C:32]([CH3:36])([CH3:35])[NH:33][CH2:34][C:23]=23)=[O:20])=[CH:17][CH:16]=1.C(N(CC)C(C)C)(C)C.[CH3:48][N:49]1[CH2:54][CH2:53][NH:52][CH2:51][CH2:50]1. The product is [CH3:36][C:32]1([CH3:35])[C:24]2=[N:25][NH:26][C:22]([NH:21][C:19](=[O:20])[C:18]3[CH:17]=[CH:16][C:15]([F:14])=[CH:38][CH:37]=3)=[C:23]2[CH2:34][N:33]1[C:5]([N:52]1[CH2:53][CH2:54][N:49]([CH3:48])[CH2:50][CH2:51]1)=[O:11]. The yield is 0.640. (6) The reactants are [CH3:1][N:2]1[C:6]2=[N:7][C:8]3[C:13]([C:14]([NH:15][C:16]4[CH:21]=[CH:20][C:19]([C:22](=[O:25])[CH2:23][CH3:24])=[CH:18][CH:17]=4)=[C:5]2[C:4]([CH3:29])=[N:3]1)=[CH:12][CH:11]=[CH:10][C:9]=3[N+:26]([O-])=O. The catalyst is CO. The product is [NH2:26][C:9]1[CH:10]=[CH:11][CH:12]=[C:13]2[C:8]=1[N:7]=[C:6]1[N:2]([CH3:1])[N:3]=[C:4]([CH3:29])[C:5]1=[C:14]2[NH:15][C:16]1[CH:17]=[CH:18][C:19]([C:22](=[O:25])[CH2:23][CH3:24])=[CH:20][CH:21]=1. The yield is 1.00.